Dataset: Catalyst prediction with 721,799 reactions and 888 catalyst types from USPTO. Task: Predict which catalyst facilitates the given reaction. (1) Reactant: Cl[C:2]1[N:7]=[C:6]([CH3:8])[C:5]([N+:9]([O-:11])=[O:10])=[CH:4][CH:3]=1.[CH3:12][NH:13][CH3:14].O. Product: [CH3:12][N:13]([CH3:14])[C:2]1[CH:3]=[CH:4][C:5]([N+:9]([O-:11])=[O:10])=[C:6]([CH3:8])[N:7]=1. The catalyst class is: 191. (2) Reactant: CS[C:3]1[NH:4][C:5](=[O:14])[C:6]([C:9]([O:11][CH2:12][CH3:13])=[O:10])=[CH:7][N:8]=1.[CH2:15]([N:22]1[CH2:26][CH2:25][CH:24]([NH2:27])[CH2:23]1)[C:16]1[CH:21]=[CH:20][CH:19]=[CH:18][CH:17]=1. Product: [CH2:15]([N:22]1[CH2:26][CH2:25][CH:24]([NH:27][C:3]2[NH:4][C:5](=[O:14])[C:6]([C:9]([O:11][CH2:12][CH3:13])=[O:10])=[CH:7][N:8]=2)[CH2:23]1)[C:16]1[CH:17]=[CH:18][CH:19]=[CH:20][CH:21]=1. The catalyst class is: 8. (3) Reactant: [Br:1][C:2]1[CH:3]=[C:4]([CH3:10])[C:5]([CH:8]=O)=[N:6][CH:7]=1.[CH3:11][O:12][C:13]1[CH:18]=[C:17]([O:19][CH3:20])[CH:16]=[CH:15][C:14]=1[CH2:21][NH2:22].C(O)(=O)C.[BH-](OC(C)=O)(OC(C)=O)OC(C)=O.[Na+]. The catalyst class is: 39. Product: [Br:1][C:2]1[CH:3]=[C:4]([CH3:10])[C:5]([CH2:8][NH:22][CH2:21][C:14]2[CH:15]=[CH:16][C:17]([O:19][CH3:20])=[CH:18][C:13]=2[O:12][CH3:11])=[N:6][CH:7]=1. (4) Reactant: [NH2:1][C@@H:2]1[CH2:6][CH2:5][N:4]([C:7]2[CH:14]=[C:13]([Cl:15])[CH:12]=[CH:11][C:8]=2[CH:9]=[O:10])[CH2:3]1.[CH3:16][S:17](Cl)(=[O:19])=[O:18].C(Cl)Cl.C(N(CC)CC)C. Product: [Cl:15][C:13]1[CH:12]=[CH:11][C:8]([CH:9]=[O:10])=[C:7]([N:4]2[CH2:5][CH2:6][C@@H:2]([NH:1][S:17]([CH3:16])(=[O:19])=[O:18])[CH2:3]2)[CH:14]=1. The catalyst class is: 6. (5) Reactant: O(C)[Na].C[C:5]1(C)OC(=O)[C:8](=[C:12]2[CH2:16][CH2:15][CH2:14][NH:13]2)[C:7](=[O:17])[O:6]1. Product: [CH3:5][O:6][C:7](=[O:17])[CH:8]=[C:12]1[CH2:16][CH2:15][CH2:14][NH:13]1. The catalyst class is: 5. (6) Reactant: [CH3:1][O:2][CH2:3][CH2:4][OH:5].[H-].[Na+].C1COCC1.Br[C:14]1[CH:19]=[CH:18][C:17]([Br:20])=[CH:16][N:15]=1. Product: [Br:20][C:17]1[CH:18]=[CH:19][C:14]([O:5][CH2:4][CH2:3][O:2][CH3:1])=[N:15][CH:16]=1. The catalyst class is: 250. (7) Reactant: C([O:8][CH2:9][CH2:10][N:11]1[CH2:17][C@H:16]([NH:18][C:19](=[O:34])[C:20]([OH:33])([CH3:32])[C:21]([NH:23][CH2:24][C:25]([F:31])([F:30])[C:26]([F:29])([F:28])[F:27])=[O:22])[C:15](=[O:35])[NH:14][C:13]2[CH:36]=[CH:37][CH:38]=[CH:39][C:12]1=2)C1C=CC=CC=1. Product: [OH:33][C:20]([CH3:32])([C:21]([NH:23][CH2:24][C:25]([F:30])([F:31])[C:26]([F:27])([F:28])[F:29])=[O:22])[C:19]([NH:18][C@H:16]1[CH2:17][N:11]([CH2:10][CH2:9][OH:8])[C:12]2[CH:39]=[CH:38][CH:37]=[CH:36][C:13]=2[NH:14][C:15]1=[O:35])=[O:34]. The catalyst class is: 19.